Task: Regression. Given two drug SMILES strings and cell line genomic features, predict the synergy score measuring deviation from expected non-interaction effect.. Dataset: NCI-60 drug combinations with 297,098 pairs across 59 cell lines (1) Drug 1: CC1=C(C(CCC1)(C)C)C=CC(=CC=CC(=CC(=O)O)C)C. Drug 2: CC(C)(C#N)C1=CC(=CC(=C1)CN2C=NC=N2)C(C)(C)C#N. Cell line: SF-539. Synergy scores: CSS=27.1, Synergy_ZIP=-7.63, Synergy_Bliss=-5.81, Synergy_Loewe=-3.72, Synergy_HSA=-3.20. (2) Drug 1: C1=CC(=CC=C1CCCC(=O)O)N(CCCl)CCCl. Drug 2: B(C(CC(C)C)NC(=O)C(CC1=CC=CC=C1)NC(=O)C2=NC=CN=C2)(O)O. Cell line: HL-60(TB). Synergy scores: CSS=62.1, Synergy_ZIP=-4.54, Synergy_Bliss=-4.04, Synergy_Loewe=-0.468, Synergy_HSA=-0.379. (3) Drug 1: CC1=C(C=C(C=C1)NC(=O)C2=CC=C(C=C2)CN3CCN(CC3)C)NC4=NC=CC(=N4)C5=CN=CC=C5. Drug 2: C1=CC=C(C=C1)NC(=O)CCCCCCC(=O)NO. Cell line: SK-MEL-5. Synergy scores: CSS=19.0, Synergy_ZIP=-5.63, Synergy_Bliss=1.08, Synergy_Loewe=-15.3, Synergy_HSA=-4.32. (4) Cell line: OVCAR-5. Drug 1: C1=CC=C(C(=C1)C(C2=CC=C(C=C2)Cl)C(Cl)Cl)Cl. Synergy scores: CSS=42.4, Synergy_ZIP=0.692, Synergy_Bliss=-3.51, Synergy_Loewe=-32.7, Synergy_HSA=-3.41. Drug 2: CC1CCCC2(C(O2)CC(NC(=O)CC(C(C(=O)C(C1O)C)(C)C)O)C(=CC3=CSC(=N3)C)C)C. (5) Drug 2: CC1=C(C(=CC=C1)Cl)NC(=O)C2=CN=C(S2)NC3=CC(=NC(=N3)C)N4CCN(CC4)CCO. Cell line: EKVX. Drug 1: CCC1=CC2CC(C3=C(CN(C2)C1)C4=CC=CC=C4N3)(C5=C(C=C6C(=C5)C78CCN9C7C(C=CC9)(C(C(C8N6C)(C(=O)OC)O)OC(=O)C)CC)OC)C(=O)OC.C(C(C(=O)O)O)(C(=O)O)O. Synergy scores: CSS=29.9, Synergy_ZIP=1.81, Synergy_Bliss=2.79, Synergy_Loewe=4.52, Synergy_HSA=5.04. (6) Drug 1: C1=CC(=CC=C1CCC2=CNC3=C2C(=O)NC(=N3)N)C(=O)NC(CCC(=O)O)C(=O)O. Drug 2: CC1CCC2CC(C(=CC=CC=CC(CC(C(=O)C(C(C(=CC(C(=O)CC(OC(=O)C3CCCCN3C(=O)C(=O)C1(O2)O)C(C)CC4CCC(C(C4)OC)O)C)C)O)OC)C)C)C)OC. Synergy scores: CSS=29.4, Synergy_ZIP=-5.76, Synergy_Bliss=-3.99, Synergy_Loewe=0.713, Synergy_HSA=1.85. Cell line: M14. (7) Drug 1: CNC(=O)C1=CC=CC=C1SC2=CC3=C(C=C2)C(=NN3)C=CC4=CC=CC=N4. Drug 2: CN1C(=O)N2C=NC(=C2N=N1)C(=O)N. Cell line: NCI/ADR-RES. Synergy scores: CSS=-4.88, Synergy_ZIP=2.80, Synergy_Bliss=-0.148, Synergy_Loewe=-4.04, Synergy_HSA=-5.00. (8) Drug 1: C1=CC(=CC=C1CCC2=CNC3=C2C(=O)NC(=N3)N)C(=O)NC(CCC(=O)O)C(=O)O. Drug 2: CCN(CC)CCNC(=O)C1=C(NC(=C1C)C=C2C3=C(C=CC(=C3)F)NC2=O)C. Cell line: NCIH23. Synergy scores: CSS=4.00, Synergy_ZIP=0.953, Synergy_Bliss=6.84, Synergy_Loewe=1.71, Synergy_HSA=3.11. (9) Drug 1: CCC1=CC2CC(C3=C(CN(C2)C1)C4=CC=CC=C4N3)(C5=C(C=C6C(=C5)C78CCN9C7C(C=CC9)(C(C(C8N6C)(C(=O)OC)O)OC(=O)C)CC)OC)C(=O)OC.C(C(C(=O)O)O)(C(=O)O)O. Drug 2: C(CC(=O)O)C(=O)CN.Cl. Cell line: EKVX. Synergy scores: CSS=12.3, Synergy_ZIP=-5.17, Synergy_Bliss=-8.70, Synergy_Loewe=-14.3, Synergy_HSA=-5.99. (10) Drug 1: C1=C(C(=O)NC(=O)N1)N(CCCl)CCCl. Drug 2: CC(C)CN1C=NC2=C1C3=CC=CC=C3N=C2N. Cell line: MOLT-4. Synergy scores: CSS=31.8, Synergy_ZIP=-7.03, Synergy_Bliss=-13.8, Synergy_Loewe=-17.4, Synergy_HSA=-14.7.